This data is from HIV replication inhibition screening data with 41,000+ compounds from the AIDS Antiviral Screen. The task is: Binary Classification. Given a drug SMILES string, predict its activity (active/inactive) in a high-throughput screening assay against a specified biological target. (1) The result is 0 (inactive). The drug is C=CCOC1CCC2(C)C(CCC3(C)C2CC=C2C4C(C)C(C)CCC4(C(=O)O)CCC23C)C1(C)C. (2) The drug is CC1=NN2C(c3ccc([N+](=O)[O-])cc3)=CSC2=NC(C)(C)C1. The result is 0 (inactive). (3) The result is 0 (inactive). The molecule is O=C1CCC(NC(=O)c2ccccc2)C(=O)N1. (4) The molecule is CC(=NNc1ncnc2ccccc12)c1ccccn1. The result is 0 (inactive). (5) The molecule is Cc1n[nH]c2nc(=N)[nH]n2c1=O. The result is 0 (inactive).